From a dataset of Forward reaction prediction with 1.9M reactions from USPTO patents (1976-2016). Predict the product of the given reaction. (1) Given the reactants [CH2:1]([N:8]1[C:16]2[C:11](=[CH:12][CH:13]=[CH:14][CH:15]=2)[C:10]([C:17]([OH:19])=O)=[CH:9]1)[C:2]1[CH:7]=[CH:6][CH:5]=[CH:4][CH:3]=1.C(Cl)(=O)C(Cl)=O.[Cl:26][C:27]1[CH:28]=[C:29]([CH2:34][C:35]([O:37][CH3:38])=[O:36])[CH:30]=[CH:31][C:32]=1[NH2:33].C(N(CC)CC)C, predict the reaction product. The product is: [CH2:1]([N:8]1[C:16]2[C:11](=[CH:12][CH:13]=[CH:14][CH:15]=2)[C:10]([C:17]([NH:33][C:32]2[CH:31]=[CH:30][C:29]([CH2:34][C:35]([O:37][CH3:38])=[O:36])=[CH:28][C:27]=2[Cl:26])=[O:19])=[CH:9]1)[C:2]1[CH:3]=[CH:4][CH:5]=[CH:6][CH:7]=1. (2) Given the reactants [CH3:1][CH:2]([NH:4][C:5]([C:7]1[CH:24]=[CH:23][C:10]2[CH2:11][CH2:12][N:13]([C:16]([O:18][C:19]([CH3:22])([CH3:21])[CH3:20])=[O:17])[CH2:14][CH2:15][C:9]=2[CH:8]=1)=[O:6])[CH3:3].[Li]C(C)(C)C.CN([CH:33]=[O:34])C, predict the reaction product. The product is: [OH:34][CH:33]1[C:24]2[CH:23]=[C:10]3[CH2:11][CH2:12][N:13]([C:16]([O:18][C:19]([CH3:22])([CH3:21])[CH3:20])=[O:17])[CH2:14][CH2:15][C:9]3=[CH:8][C:7]=2[C:5](=[O:6])[N:4]1[CH:2]([CH3:1])[CH3:3]. (3) Given the reactants [CH:1]([C:3]1[CH:10]=[CH:9][C:6]([C:7]#[N:8])=[CH:5][C:4]=1[O:11][CH3:12])=O.[CH3:13][C:14]1[N:15]=[C:16]([CH2:19][C:20](=O)[CH2:21][CH3:22])[S:17][CH:18]=1.[NH2:24]/[C:25](/[CH3:29])=[CH:26]\[C:27]#[N:28], predict the reaction product. The product is: [C:7]([C:6]1[CH:9]=[CH:10][C:3]([CH:1]2[C:19]([C:16]3[S:17][CH:18]=[C:14]([CH3:13])[N:15]=3)=[C:20]([CH2:21][CH3:22])[NH:24][C:25]([CH3:29])=[C:26]2[C:27]#[N:28])=[C:4]([O:11][CH3:12])[CH:5]=1)#[N:8].